From a dataset of Forward reaction prediction with 1.9M reactions from USPTO patents (1976-2016). Predict the product of the given reaction. Given the reactants Cl.Cl.[F:3][C:4]1[CH:23]=[CH:22][C:7]([CH2:8][CH:9]2[CH2:14][CH2:13][CH:12]([NH:15][C@H:16]3[C@H:20]([NH2:21])[CH2:19][O:18][CH2:17]3)[CH2:11][CH2:10]2)=[CH:6][CH:5]=1.C(N(CC)CC)C.[C:31]([C:34]1[CH:35]=[C:36]([N:40]=[C:41]=[O:42])[CH:37]=[CH:38][CH:39]=1)(=[O:33])[CH3:32], predict the reaction product. The product is: [C:31]([C:34]1[CH:35]=[C:36]([NH:40][C:41]([NH:21][C@H:20]2[C@H:16]([NH:15][CH:12]3[CH2:11][CH2:10][CH:9]([CH2:8][C:7]4[CH:6]=[CH:5][C:4]([F:3])=[CH:23][CH:22]=4)[CH2:14][CH2:13]3)[CH2:17][O:18][CH2:19]2)=[O:42])[CH:37]=[CH:38][CH:39]=1)(=[O:33])[CH3:32].